Dataset: Peptide-MHC class I binding affinity with 185,985 pairs from IEDB/IMGT. Task: Regression. Given a peptide amino acid sequence and an MHC pseudo amino acid sequence, predict their binding affinity value. This is MHC class I binding data. (1) The peptide sequence is KASTISWMMK. The MHC is HLA-A31:01 with pseudo-sequence HLA-A31:01. The binding affinity (normalized) is 0.586. (2) The peptide sequence is IQYDKHCYL. The MHC is H-2-Kb with pseudo-sequence H-2-Kb. The binding affinity (normalized) is 0.944.